This data is from Forward reaction prediction with 1.9M reactions from USPTO patents (1976-2016). The task is: Predict the product of the given reaction. (1) Given the reactants C([O:8][C:9]1[CH:10]=[C:11]([S:15][C:16]2[CH:42]=[CH:41][C:19]([C:20]([NH:22][NH:23][C:24]([C@@:26]3([CH3:40])[CH2:30][O:29][C:28]([CH3:32])([CH3:31])[N:27]3[C:33]([O:35][C:36]([CH3:39])([CH3:38])[CH3:37])=[O:34])=O)=O)=[CH:18][C:17]=2[C:43]([F:46])([F:45])[F:44])[CH:12]=[CH:13][CH:14]=1)C1C=CC=CC=1.COC1C=CC(P2(SP(C3C=CC(OC)=CC=3)(=S)S2)=[S:56])=CC=1.[C:69]1([CH3:75])[CH:74]=[CH:73][CH:72]=[CH:71][CH:70]=1, predict the reaction product. The product is: [CH2:75]([O:8][C:9]1[CH:10]=[C:11]([S:15][C:16]2[CH:42]=[CH:41][C:19]([C:20]3[S:56][C:24]([C@@:26]4([CH3:40])[CH2:30][O:29][C:28]([CH3:31])([CH3:32])[N:27]4[C:33]([O:35][C:36]([CH3:38])([CH3:39])[CH3:37])=[O:34])=[N:23][N:22]=3)=[CH:18][C:17]=2[C:43]([F:46])([F:45])[F:44])[CH:12]=[CH:13][CH:14]=1)[C:69]1[CH:74]=[CH:73][CH:72]=[CH:71][CH:70]=1. (2) Given the reactants [NH2:1][C:2]1[C:11]2[CH:10]=[CH:9][CH:8]=[C:7](Br)[C:6]=2[N:5]=[C:4]2[CH2:13][N:14]([CH:17]3[CH2:20][CH2:19][CH2:18]3)[C:15](=[O:16])[C:3]=12.[CH3:21][O:22][C:23]1[CH:30]=[C:29]([Sn](CCCC)(CCCC)CCCC)[C:26]([C:27]#[N:28])=[CH:25][N:24]=1, predict the reaction product. The product is: [NH2:1][C:2]1[C:11]2[CH:10]=[CH:9][CH:8]=[C:7]([C:29]3[C:26]([C:27]#[N:28])=[CH:25][N:24]=[C:23]([O:22][CH3:21])[CH:30]=3)[C:6]=2[N:5]=[C:4]2[CH2:13][N:14]([CH:17]3[CH2:20][CH2:19][CH2:18]3)[C:15](=[O:16])[C:3]=12. (3) Given the reactants [OH:1][C:2]([C:5]1[N:10]=[C:9]([C:11]([NH2:13])=[O:12])[C:8]([NH:14][C:15]2[CH:20]=[CH:19][C:18]([N:21]3[CH2:26][CH2:25][N:24]([CH3:27])[CH2:23][CH2:22]3)=[CH:17][CH:16]=2)=[N:7][C:6]=1[O:28][C:29]1[CH:34]=[CH:33][CH:32]=[C:31]([N+:35]([O-])=O)[CH:30]=1)([CH3:4])[CH3:3].O1CCCC1.S(S([O-])=O)([O-])=O.[Na+].[Na+].C(=O)([O-])O.[Na+], predict the reaction product. The product is: [NH2:35][C:31]1[CH:30]=[C:29]([CH:34]=[CH:33][CH:32]=1)[O:28][C:6]1[N:7]=[C:8]([NH:14][C:15]2[CH:16]=[CH:17][C:18]([N:21]3[CH2:22][CH2:23][N:24]([CH3:27])[CH2:25][CH2:26]3)=[CH:19][CH:20]=2)[C:9]([C:11]([NH2:13])=[O:12])=[N:10][C:5]=1[C:2]([OH:1])([CH3:3])[CH3:4]. (4) Given the reactants Br[CH:2]([F:8])[C:3]([O:5][CH2:6][CH3:7])=[O:4].[P:9](OCC)([O:14][CH2:15][CH3:16])([O:11][CH2:12][CH3:13])=[O:10], predict the reaction product. The product is: [CH2:12]([O:11][P:9]([CH:2]([F:8])[C:3]([O:5][CH2:6][CH3:7])=[O:4])([O:14][CH2:15][CH3:16])=[O:10])[CH3:13]. (5) Given the reactants [CH:1]1([C:4]2[C:13]3[C:8](=[CH:9][CH:10]=[CH:11][CH:12]=3)[CH:7]=[N:6][C:5]=2[N:14]([CH2:29][C:30]2[CH:35]=[CH:34][C:33]([O:36][C:37]([F:40])([F:39])[F:38])=[CH:32][CH:31]=2)[S:15]([C:18]2[CH:27]=[CH:26][C:21]([C:22]([O:24]C)=[O:23])=[C:20]([CH3:28])[CH:19]=2)(=[O:17])=[O:16])[CH2:3][CH2:2]1.[OH-].[Na+], predict the reaction product. The product is: [CH:1]1([C:4]2[C:13]3[C:8](=[CH:9][CH:10]=[CH:11][CH:12]=3)[CH:7]=[N:6][C:5]=2[N:14]([CH2:29][C:30]2[CH:31]=[CH:32][C:33]([O:36][C:37]([F:39])([F:40])[F:38])=[CH:34][CH:35]=2)[S:15]([C:18]2[CH:27]=[CH:26][C:21]([C:22]([OH:24])=[O:23])=[C:20]([CH3:28])[CH:19]=2)(=[O:17])=[O:16])[CH2:3][CH2:2]1. (6) Given the reactants C([N:8](CC1C=CC=CC=1)[C:9]1[N:17]=[CH:16][N:15]=[C:14]2[C:10]=1[NH:11][C:12](=[O:33])[N:13]2[C:18]1[CH:19]=[C:20]([NH:25][C:26](=[O:32])[O:27][C:28]([CH3:31])([CH3:30])[CH3:29])[CH:21]=[C:22]([CH3:24])[CH:23]=1)C1C=CC=CC=1.Cl, predict the reaction product. The product is: [NH2:8][C:9]1[N:17]=[CH:16][N:15]=[C:14]2[C:10]=1[NH:11][C:12](=[O:33])[N:13]2[C:18]1[CH:19]=[C:20]([NH:25][C:26](=[O:32])[O:27][C:28]([CH3:29])([CH3:31])[CH3:30])[CH:21]=[C:22]([CH3:24])[CH:23]=1.